From a dataset of Forward reaction prediction with 1.9M reactions from USPTO patents (1976-2016). Predict the product of the given reaction. (1) Given the reactants [OH:1][CH2:2][CH2:3][CH2:4][CH2:5][NH:6][S:7]([C:10]1[CH:15]=[CH:14][C:13]([C:16]2[CH:21]=[CH:20][CH:19]=[CH:18][CH:17]=2)=[CH:12][CH:11]=1)(=[O:9])=[O:8].Br[CH2:23][CH2:24][CH:25]=[CH2:26], predict the reaction product. The product is: [OH:1][CH2:2][CH2:3][CH2:4][CH2:5][N:6]([CH:23]=[CH:24][CH2:25][CH3:26])[S:7]([C:10]1[CH:15]=[CH:14][C:13]([C:16]2[CH:21]=[CH:20][CH:19]=[CH:18][CH:17]=2)=[CH:12][CH:11]=1)(=[O:9])=[O:8]. (2) Given the reactants [CH3:1][C@@H:2]1[CH2:8][N:7](S(C2C=CC=CC=2[N+]([O-])=O)(=O)=O)[C:6]2[CH:21]=[CH:22][CH:23]=[CH:24][C:5]=2[CH2:4][N:3]1[C:25]([O:27][C:28]([CH3:31])([CH3:30])[CH3:29])=[O:26].C(=O)([O-])[O-].[K+].[K+].C1(S)C=CC=CC=1.O, predict the reaction product. The product is: [CH3:1][C@@H:2]1[CH2:8][NH:7][C:6]2[CH:21]=[CH:22][CH:23]=[CH:24][C:5]=2[CH2:4][N:3]1[C:25]([O:27][C:28]([CH3:29])([CH3:31])[CH3:30])=[O:26]. (3) Given the reactants C[O:2][C:3]([C:5]1(OC)[O:9][N:8]=[C:7]([C:10]2[CH:15]=[CH:14][C:13]([C:16]#[N:17])=[CH:12][CH:11]=2)[CH2:6]1)=[O:4].[OH-].[Na+], predict the reaction product. The product is: [C:16]([C:13]1[CH:12]=[CH:11][C:10]([C:7]2[CH:6]=[C:5]([C:3]([OH:4])=[O:2])[O:9][N:8]=2)=[CH:15][CH:14]=1)#[N:17]. (4) Given the reactants Cl[C:2]1[CH:7]=[CH:6][CH:5]=[CH:4][C:3]=1[C:8]([F:11])([F:10])[F:9].[NH:12]1[CH2:17][CH2:16][NH:15][CH2:14][CH2:13]1.[OH-].[Na+], predict the reaction product. The product is: [F:9][C:8]([F:11])([F:10])[C:3]1[CH:4]=[CH:5][C:6]([N:12]2[CH2:17][CH2:16][NH:15][CH2:14][CH2:13]2)=[CH:7][CH:2]=1.